This data is from Full USPTO retrosynthesis dataset with 1.9M reactions from patents (1976-2016). The task is: Predict the reactants needed to synthesize the given product. (1) The reactants are: [F:1][C:2]([F:25])([F:24])[C:3]1[CH:19]=[C:18]([C:20]([F:23])([F:22])[F:21])[CH:17]=[CH:16][C:4]=1[CH2:5][O:6][C:7]1[CH:14]=[CH:13][C:10]([CH:11]=[O:12])=[CH:9][C:8]=1[OH:15].C(=O)([O-])[O-].[K+].[K+].Br[CH2:33][CH:34]([CH3:36])[CH3:35].O. Given the product [F:1][C:2]([F:24])([F:25])[C:3]1[CH:19]=[C:18]([C:20]([F:23])([F:22])[F:21])[CH:17]=[CH:16][C:4]=1[CH2:5][O:6][C:7]1[CH:14]=[CH:13][C:10]([CH:11]=[O:12])=[CH:9][C:8]=1[O:15][CH2:33][CH:34]([CH3:36])[CH3:35], predict the reactants needed to synthesize it. (2) Given the product [CH:1]1([C:4]2[N:9]3[N:10]=[CH:11][C:12]([C:25]#[C:24][C:26]4[CH:27]=[N:28][C:29]([NH2:32])=[N:30][CH:31]=4)=[C:8]3[N:7]=[C:6]([C:14]3[CH:19]=[CH:18][C:17]([C:20]([F:23])([F:22])[F:21])=[CH:16][CH:15]=3)[CH:5]=2)[CH2:3][CH2:2]1, predict the reactants needed to synthesize it. The reactants are: [CH:1]1([C:4]2[N:9]3[N:10]=[CH:11][C:12](I)=[C:8]3[N:7]=[C:6]([C:14]3[CH:19]=[CH:18][C:17]([C:20]([F:23])([F:22])[F:21])=[CH:16][CH:15]=3)[CH:5]=2)[CH2:3][CH2:2]1.[C:24]([C:26]1[CH:27]=[N:28][C:29]([NH2:32])=[N:30][CH:31]=1)#[CH:25].